From a dataset of NCI-60 drug combinations with 297,098 pairs across 59 cell lines. Regression. Given two drug SMILES strings and cell line genomic features, predict the synergy score measuring deviation from expected non-interaction effect. (1) Drug 1: C1=CC(=CC=C1CCC2=CNC3=C2C(=O)NC(=N3)N)C(=O)NC(CCC(=O)O)C(=O)O. Drug 2: C1=NC(=NC(=O)N1C2C(C(C(O2)CO)O)O)N. Cell line: RPMI-8226. Synergy scores: CSS=62.8, Synergy_ZIP=6.75, Synergy_Bliss=6.55, Synergy_Loewe=3.12, Synergy_HSA=10.3. (2) Synergy scores: CSS=32.0, Synergy_ZIP=-5.92, Synergy_Bliss=1.36, Synergy_Loewe=3.24, Synergy_HSA=3.40. Drug 2: C1CN1C2=NC(=NC(=N2)N3CC3)N4CC4. Cell line: A498. Drug 1: C1C(C(OC1N2C=C(C(=O)NC2=O)F)CO)O. (3) Drug 1: C#CCC(CC1=CN=C2C(=N1)C(=NC(=N2)N)N)C3=CC=C(C=C3)C(=O)NC(CCC(=O)O)C(=O)O. Drug 2: CC(C)CN1C=NC2=C1C3=CC=CC=C3N=C2N. Cell line: M14. Synergy scores: CSS=-4.72, Synergy_ZIP=2.82, Synergy_Bliss=2.44, Synergy_Loewe=-2.26, Synergy_HSA=-1.92. (4) Drug 1: CS(=O)(=O)CCNCC1=CC=C(O1)C2=CC3=C(C=C2)N=CN=C3NC4=CC(=C(C=C4)OCC5=CC(=CC=C5)F)Cl. Drug 2: CC1CCCC2(C(O2)CC(NC(=O)CC(C(C(=O)C(C1O)C)(C)C)O)C(=CC3=CSC(=N3)C)C)C. Cell line: SNB-19. Synergy scores: CSS=39.9, Synergy_ZIP=2.85, Synergy_Bliss=2.64, Synergy_Loewe=-25.8, Synergy_HSA=0.650. (5) Drug 1: C1=C(C(=O)NC(=O)N1)F. Drug 2: C(CCl)NC(=O)N(CCCl)N=O. Cell line: SF-295. Synergy scores: CSS=28.8, Synergy_ZIP=-2.49, Synergy_Bliss=-4.16, Synergy_Loewe=-7.40, Synergy_HSA=-2.66.